From a dataset of Forward reaction prediction with 1.9M reactions from USPTO patents (1976-2016). Predict the product of the given reaction. (1) Given the reactants [CH:1]1([C:4]2[NH:8][N:7]=[C:6]([C:9]3[N:14]=[C:13]([NH:15][C:16]4[CH:21]=[CH:20][N:19]=[CH:18][CH:17]=4)[C:12]([O:22][CH3:23])=[CH:11][N:10]=3)[C:5]=2[CH3:24])[CH2:3][CH2:2]1.[H-].[Na+].Br[CH2:28][C:29]1[N:33]([CH3:34])[N:32]=[CH:31][C:30]=1[Cl:35].O, predict the reaction product. The product is: [Cl:35][C:30]1[CH:31]=[N:32][N:33]([CH3:34])[C:29]=1[CH2:28][N:8]1[C:4]([CH:1]2[CH2:3][CH2:2]2)=[C:5]([CH3:24])[C:6]([C:9]2[N:14]=[C:13]([NH:15][C:16]3[CH:21]=[CH:20][N:19]=[CH:18][CH:17]=3)[C:12]([O:22][CH3:23])=[CH:11][N:10]=2)=[N:7]1. (2) Given the reactants [CH2:1]([O:8][C:9]([N:11]1[CH2:17][CH:16]=[CH:15][CH2:14][CH2:13][CH2:12]1)=[O:10])[C:2]1[CH:7]=[CH:6][CH:5]=[CH:4][CH:3]=1.ClC1C=CC=C(C(OO)=O)C=1.C([O-])([O-])=[O:30].[K+].[K+].[Cl-].[NH4+].[N-:37]=[N+:38]=[N-:39].[Na+], predict the reaction product. The product is: [CH2:1]([O:8][C:9]([N:11]1[CH2:12][CH2:13][CH2:14][CH:15]([N:37]=[N+:38]=[N-:39])[CH:16]([OH:30])[CH2:17]1)=[O:10])[C:2]1[CH:3]=[CH:4][CH:5]=[CH:6][CH:7]=1.